This data is from Forward reaction prediction with 1.9M reactions from USPTO patents (1976-2016). The task is: Predict the product of the given reaction. (1) Given the reactants [CH:1]1[C:13]2[CH:12]([CH2:14][O:15][C:16]([NH:18][C@@H:19]([CH2:23][C:24]3[CH:29]=[CH:28][C:27]([C:30]([O:32][C:33]([CH3:36])([CH3:35])[CH3:34])=[O:31])=[CH:26][CH:25]=3)[C:20](O)=[O:21])=[O:17])[C:11]3[C:6](=[CH:7][CH:8]=[CH:9][CH:10]=3)[C:5]=2[CH:4]=[CH:3][CH:2]=1.[Cl-].COC1N=C(OC)N=C([N+]2(C)CCOCC2)N=1.[CH3:55][Si:56]1([CH3:74])[CH2:60][C@@H:59]([C:61]([NH:63][C@H:64]2[C:73]3[C:68](=[CH:69][CH:70]=[CH:71][CH:72]=3)[CH2:67][CH2:66][CH2:65]2)=[O:62])[NH:58][CH2:57]1.C(O)(C(F)(F)F)=O.CCN(C(C)C)C(C)C, predict the reaction product. The product is: [CH:1]1[C:13]2[CH:12]([CH2:14][O:15][C:16]([NH:18][C@H:19]([C:20]([N:58]3[C@H:59]([C:61](=[O:62])[NH:63][C@H:64]4[C:73]5[C:68](=[CH:69][CH:70]=[CH:71][CH:72]=5)[CH2:67][CH2:66][CH2:65]4)[CH2:60][Si:56]([CH3:74])([CH3:55])[CH2:57]3)=[O:21])[CH2:23][C:24]3[CH:25]=[CH:26][C:27]([C:30]([O:32][C:33]([CH3:36])([CH3:35])[CH3:34])=[O:31])=[CH:28][CH:29]=3)=[O:17])[C:11]3[C:6](=[CH:7][CH:8]=[CH:9][CH:10]=3)[C:5]=2[CH:4]=[CH:3][CH:2]=1. (2) Given the reactants C(N(CC)C(C)C)(C)C.[NH:10]1[CH2:15][CH2:14][O:13][CH2:12][CH2:11]1.F[C:17]1[CH:22]=[CH:21][C:20]([N+:23]([O-:25])=[O:24])=[C:19]([O:26][CH3:27])[CH:18]=1.O, predict the reaction product. The product is: [CH3:27][O:26][C:19]1[CH:18]=[C:17]([N:10]2[CH2:15][CH2:14][O:13][CH2:12][CH2:11]2)[CH:22]=[CH:21][C:20]=1[N+:23]([O-:25])=[O:24].